Dataset: Choline transporter screen with 302,306 compounds. Task: Binary Classification. Given a drug SMILES string, predict its activity (active/inactive) in a high-throughput screening assay against a specified biological target. (1) The molecule is Clc1cc2c(cc(nc2cc1)c1ccncc1)c1ccccc1. The result is 0 (inactive). (2) The result is 0 (inactive). The drug is O=C1N(C2CCCCC2)Cc2c1nc1n([nH]c(c1)c1occc1)c2=O. (3) The molecule is O1C2C3C(C(C(C3)C2)C(=O)Nc2cc(ccc2)C(=O)Nc2cc(cc(c2)C)C)C1=O. The result is 0 (inactive). (4) The drug is S(=O)(=O)(N(C)C)c1cc(C(=O)Nc2cc3CCCc3cc2)ccc1. The result is 0 (inactive). (5) The compound is S(=O)(=O)(N1CCCCCC1)c1c(ccc(c1)C(=O)NCc1cccnc1)C. The result is 0 (inactive). (6) The molecule is O=C1N(NC(=O)C)C(Nc2c1cccc2)c1cc(OC)c(OC)cc1. The result is 0 (inactive).